Dataset: Catalyst prediction with 721,799 reactions and 888 catalyst types from USPTO. Task: Predict which catalyst facilitates the given reaction. (1) Reactant: [F:1][C:2]1[CH:7]=[CH:6][C:5]([C:8]2[CH:13]=[CH:12][C:11]([C:14]([OH:16])=O)=[CH:10][CH:9]=2)=[CH:4][CH:3]=1.Cl.[CH2:18]([O:20][C:21]([C:23]1([CH2:29][CH:30]2[CH2:32][CH2:31]2)[CH2:28][CH2:27][NH:26][CH2:25][CH2:24]1)=[O:22])[CH3:19].CN(C(ON1N=NC2C=CC=CC1=2)=[N+](C)C)C.[B-](F)(F)(F)F.CCN(C(C)C)C(C)C. Product: [CH2:18]([O:20][C:21]([C:23]1([CH2:29][CH:30]2[CH2:31][CH2:32]2)[CH2:24][CH2:25][N:26]([C:14]([C:11]2[CH:10]=[CH:9][C:8]([C:5]3[CH:4]=[CH:3][C:2]([F:1])=[CH:7][CH:6]=3)=[CH:13][CH:12]=2)=[O:16])[CH2:27][CH2:28]1)=[O:22])[CH3:19]. The catalyst class is: 3. (2) Reactant: C[O:2][C:3]([C@@H:5]1[CH2:9][C:8](=[O:10])[N:7]([C:11]2[CH:16]=[CH:15][C:14]([O:17][CH2:18][C:19]3[CH:24]=[CH:23][C:22]([F:25])=[CH:21][CH:20]=3)=[CH:13][CH:12]=2)[CH2:6]1)=[O:4].Cl. Product: [F:25][C:22]1[CH:21]=[CH:20][C:19]([CH2:18][O:17][C:14]2[CH:13]=[CH:12][C:11]([N:7]3[C:8](=[O:10])[CH2:9][C@@H:5]([C:3]([OH:4])=[O:2])[CH2:6]3)=[CH:16][CH:15]=2)=[CH:24][CH:23]=1. The catalyst class is: 12. (3) Reactant: [Br:1][C:2]1[CH:3]=[CH:4][C:5]2[O:9][N:8]=[C:7](Cl)[C:6]=2[CH:11]=1.[CH3:12][O-:13].[Na+]. Product: [Br:1][C:2]1[CH:3]=[CH:4][C:5]2[O:9][N:8]=[C:7]([O:13][CH3:12])[C:6]=2[CH:11]=1. The catalyst class is: 125. (4) Reactant: [OH-].[Na+].[Cl:3][C:4]1[CH:13]=[CH:12][C:11]([C:14]#[C:15][Si](C)(C)C)=[CH:10][C:5]=1[C:6]([O:8]C)=[O:7]. Product: [Cl:3][C:4]1[CH:13]=[CH:12][C:11]([C:14]#[CH:15])=[CH:10][C:5]=1[C:6]([OH:8])=[O:7]. The catalyst class is: 5. (5) Reactant: [H-].[Na+].[C:3]([O:10][CH3:11])(=[O:9])[CH2:4][C:5]([O:7][CH3:8])=[O:6].Br[CH:13]([CH2:22][CH2:23][CH2:24][CH3:25])[C:14]([C:16]1[CH:21]=[CH:20][CH:19]=[CH:18][CH:17]=1)=[O:15]. Product: [CH3:8][O:7][C:5](=[O:6])[CH:4]([CH:13]([C:14](=[O:15])[C:16]1[CH:21]=[CH:20][CH:19]=[CH:18][CH:17]=1)[CH2:22][CH2:23][CH2:24][CH3:25])[C:3]([O:10][CH3:11])=[O:9]. The catalyst class is: 16. (6) Reactant: [Mg].Br[C:3]1[CH:8]=[CH:7][C:6]([CH3:9])=[CH:5][CH:4]=1.[F:10][C:11]([F:19])([F:18])[C:12]([F:17])([F:16])[C:13](O)=[O:14].[BH4-].[Na+]. Product: [F:16][C:12]([F:17])([C:11]([F:19])([F:18])[F:10])[CH:13]([C:3]1[CH:8]=[CH:7][C:6]([CH3:9])=[CH:5][CH:4]=1)[OH:14]. The catalyst class is: 798. (7) Reactant: Br[C:2]1[CH:3]=[C:4]2[C:8](=[CH:9][CH:10]=1)[C:7]1([O:14][CH2:13][CH2:12][O:11]1)[CH2:6][CH2:5]2.C([Li])CCC.CN(C)[CH:22]=[O:23].[BH4-].[Na+].N. Product: [C:7]12([O:14][CH2:13][CH2:12][O:11]1)[C:8]1[C:4](=[CH:3][C:2]([CH2:22][OH:23])=[CH:10][CH:9]=1)[CH2:5][CH2:6]2. The catalyst class is: 193.